Dataset: Full USPTO retrosynthesis dataset with 1.9M reactions from patents (1976-2016). Task: Predict the reactants needed to synthesize the given product. Given the product [CH3:24][N:25]([C:27]([NH2:29])=[O:28])/[N:26]=[C:21](/[C:18]1[N:17]=[C:16]2[N:12]([CH2:11][C:7]3[CH:6]=[C:5]4[C:10](=[CH:9][CH:8]=3)[N:1]=[CH:2][CH:3]=[CH:4]4)[N:13]=[N:14][C:15]2=[N:20][CH:19]=1)\[CH3:22], predict the reactants needed to synthesize it. The reactants are: [N:1]1[C:10]2[C:5](=[CH:6][C:7]([CH2:11][N:12]3[C:16]4=[N:17][C:18]([C:21](=O)[CH3:22])=[CH:19][N:20]=[C:15]4[N:14]=[N:13]3)=[CH:8][CH:9]=2)[CH:4]=[CH:3][CH:2]=1.[CH3:24][N:25]([C:27]([NH2:29])=[O:28])[NH2:26].